From a dataset of Full USPTO retrosynthesis dataset with 1.9M reactions from patents (1976-2016). Predict the reactants needed to synthesize the given product. (1) Given the product [CH2:12]([O:11][C:8]([C:6]1[CH:7]=[CH:15][O:16][N:3]=1)=[O:10])[CH3:13], predict the reactants needed to synthesize it. The reactants are: C([N:3]([CH2:6][CH3:7])CC)C.[C:8]([O:11][CH:12]=[CH2:13])(=[O:10])C.C[CH2:15][O:16]CC. (2) Given the product [C:26]([O:30][C:31]([N:33]1[CH2:38][CH2:37][CH:36]([NH:39][C:53]([C:19]2[N:18]=[N:17][C:16]([CH2:22][CH2:23][CH2:24][CH3:25])=[C:15]([C:12]3[CH:13]=[CH:14][C:9]([O:8][CH2:1][C:2]4[CH:7]=[CH:6][CH:5]=[CH:4][CH:3]=4)=[CH:10][CH:11]=3)[CH:20]=2)=[O:54])[CH2:35][CH2:34]1)=[O:32])([CH3:29])([CH3:27])[CH3:28], predict the reactants needed to synthesize it. The reactants are: [CH2:1]([O:8][C:9]1[CH:14]=[CH:13][C:12]([C:15]2[CH:20]=[C:19](Cl)[N:18]=[N:17][C:16]=2[CH2:22][CH2:23][CH2:24][CH3:25])=[CH:11][CH:10]=1)[C:2]1[CH:7]=[CH:6][CH:5]=[CH:4][CH:3]=1.[C:26]([O:30][C:31]([N:33]1[CH2:38][CH2:37][CH:36]([NH2:39])[CH2:35][CH2:34]1)=[O:32])([CH3:29])([CH3:28])[CH3:27].C1CCN2C(=NCCC2)CC1.C1C[O:54][CH2:53]C1.